This data is from Catalyst prediction with 721,799 reactions and 888 catalyst types from USPTO. The task is: Predict which catalyst facilitates the given reaction. (1) Reactant: Cl.Cl.[NH:3]1[CH2:8][CH2:7][CH:6]([NH:9][C:10]([NH:12][C:13]2[N:14]=[C:15]3[CH:21]=[CH:20][N:19]([CH2:22][O:23][CH2:24][CH2:25][Si:26]([CH3:29])([CH3:28])[CH3:27])[C:16]3=[N:17][CH:18]=2)=[O:11])[CH2:5][CH2:4]1.C(N(CC)C(C)C)(C)C.[CH3:39][S:40](Cl)(=[O:42])=[O:41]. Product: [CH3:39][S:40]([N:3]1[CH2:8][CH2:7][CH:6]([NH:9][C:10]([NH:12][C:13]2[N:14]=[C:15]3[CH:21]=[CH:20][N:19]([CH2:22][O:23][CH2:24][CH2:25][Si:26]([CH3:29])([CH3:28])[CH3:27])[C:16]3=[N:17][CH:18]=2)=[O:11])[CH2:5][CH2:4]1)(=[O:42])=[O:41]. The catalyst class is: 2. (2) Reactant: [Cl:1][CH2:2][C:3]1[NH:7][C:6]2[CH:8]=[CH:9][CH:10]=[CH:11][C:5]=2[N:4]=1.[C:12](O[C:12]([O:14][C:15]([CH3:18])([CH3:17])[CH3:16])=[O:13])([O:14][C:15]([CH3:18])([CH3:17])[CH3:16])=[O:13]. Product: [Cl:1][CH2:2][C:3]1[N:4]([C:12]([O:14][C:15]([CH3:18])([CH3:17])[CH3:16])=[O:13])[C:5]2[CH:11]=[CH:10][CH:9]=[CH:8][C:6]=2[N:7]=1. The catalyst class is: 251. (3) Reactant: [Cl:1][C:2]1[C:3]([F:44])=[C:4]([C@@H:8]2[C@:12]([C:15]3[CH:20]=[CH:19][C:18]([Cl:21])=[CH:17][C:16]=3[F:22])([C:13]#[N:14])[C@H:11]([CH2:23][C:24]([CH3:27])([CH3:26])[CH3:25])[NH:10][C@H:9]2[C:28]([NH:30][C:31]2[CH:32]=[CH:33][C:34]3[O:38][C:37]([C:39]([O:41]C)=[O:40])=[CH:36][C:35]=3[CH:43]=2)=[O:29])[CH:5]=[CH:6][CH:7]=1.O.[OH-].[Li+].Cl. Product: [Cl:1][C:2]1[C:3]([F:44])=[C:4]([C@@H:8]2[C@:12]([C:15]3[CH:20]=[CH:19][C:18]([Cl:21])=[CH:17][C:16]=3[F:22])([C:13]#[N:14])[C@H:11]([CH2:23][C:24]([CH3:26])([CH3:27])[CH3:25])[NH:10][C@H:9]2[C:28]([NH:30][C:31]2[CH:32]=[CH:33][C:34]3[O:38][C:37]([C:39]([OH:41])=[O:40])=[CH:36][C:35]=3[CH:43]=2)=[O:29])[CH:5]=[CH:6][CH:7]=1. The catalyst class is: 20. (4) Reactant: [F:1][C:2]1[CH:7]=[CH:6][C:5]([OH:8])=[CH:4][C:3]=1[C:9]1[CH2:10][CH2:11][CH2:12][C:13]2[CH:26]=[C:25]([O:27]C)[CH:24]=[CH:23][C:14]=2[C:15]=1[CH2:16][CH2:17][CH2:18][CH2:19][CH2:20][CH2:21]O.C1(P(C2C=CC=CC=2)C2C=CC=CC=2)C=CC=CC=1.C(Br)(Br)(Br)[Br:49]. Product: [Br:49][CH2:21][CH2:20][CH2:19][CH2:18][CH2:17][CH2:16][C:15]1[C:14]2[CH:23]=[CH:24][C:25]([OH:27])=[CH:26][C:13]=2[CH2:12][CH2:11][CH2:10][C:9]=1[C:3]1[CH:4]=[C:5]([OH:8])[CH:6]=[CH:7][C:2]=1[F:1]. The catalyst class is: 266. (5) Reactant: [CH2:1]([O:3][C:4]1[CH:5]=[C:6]([CH:9]=[CH:10][C:11]=1[O:12][CH3:13])[CH:7]=O)[CH3:2].[C:14]([NH:22][OH:23])([CH2:17][C:18]([CH3:21])([CH3:20])[CH3:19])([CH3:16])[CH3:15].Cl. Product: [CH2:1]([O:3][C:4]1[CH:5]=[C:6]([CH:7]=[N+:22]([C:14]([CH2:17][C:18]([CH3:21])([CH3:20])[CH3:19])([CH3:16])[CH3:15])[O-:23])[CH:9]=[CH:10][C:11]=1[O:12][CH3:13])[CH3:2]. The catalyst class is: 5. (6) The catalyst class is: 831. Reactant: C(OC([N:8]1[CH2:13][CH2:12][CH2:11][CH2:10][CH:9]1[C:14]([C:16]1[O:17][C:18]([C:21]2[CH:26]=[CH:25][C:24]([F:27])=[CH:23][CH:22]=2)=[CH:19][CH:20]=1)=O)=O)(C)(C)C.O.NN.[OH-].[K+].O. Product: [F:27][C:24]1[CH:23]=[CH:22][C:21]([C:18]2[O:17][C:16]([CH2:14][CH:9]3[CH2:10][CH2:11][CH2:12][CH2:13][NH:8]3)=[CH:20][CH:19]=2)=[CH:26][CH:25]=1. (7) Reactant: [CH3:1][O:2][C:3]([C@@H:5]([N:13]1[CH2:21][C:17]2[CH:18]=[CH:19][S:20][C:16]=2[CH2:15][CH2:14]1)[C:6]1[CH:7]=[CH:8][CH:9]=[CH:10][C:11]=1[Cl:12])=[O:4].[CH3:22][S:23]([OH:26])(=[O:25])=[O:24]. Product: [CH3:1][O:2][C:3]([C@@H:5]([N:13]1[CH2:21][C:17]2[CH:18]=[CH:19][S:20][C:16]=2[CH2:15][CH2:14]1)[C:6]1[CH:7]=[CH:8][CH:9]=[CH:10][C:11]=1[Cl:12])=[O:4].[S:23]([O-:26])(=[O:25])(=[O:24])[CH3:22]. The catalyst class is: 28.